This data is from Full USPTO retrosynthesis dataset with 1.9M reactions from patents (1976-2016). The task is: Predict the reactants needed to synthesize the given product. (1) Given the product [Cl:1][C:2]1[C:3](=[O:30])[N:4]([CH2:19][CH2:20][C:21]2[CH:22]=[CH:23][C:24]([C:25]([NH:59][CH2:58][C:57]([O:56][CH2:54][CH3:55])=[O:60])=[O:26])=[CH:28][CH:29]=2)[C:5]([CH2:9][O:10][C:11]2[CH:16]=[CH:15][CH:14]=[C:13]([CH2:17][CH3:18])[CH:12]=2)=[C:6]([Cl:8])[CH:7]=1, predict the reactants needed to synthesize it. The reactants are: [Cl:1][C:2]1[C:3](=[O:30])[N:4]([CH2:19][CH2:20][C:21]2[CH:29]=[CH:28][C:24]([C:25](O)=[O:26])=[CH:23][CH:22]=2)[C:5]([CH2:9][O:10][C:11]2[CH:16]=[CH:15][CH:14]=[C:13]([CH2:17][CH3:18])[CH:12]=2)=[C:6]([Cl:8])[CH:7]=1.CCN=C=NCCCN(C)C.Cl.C1C=CC2N(O)N=NC=2C=1.Cl.[CH2:54]([O:56][C:57](=[O:60])[CH2:58][NH2:59])[CH3:55]. (2) Given the product [Br:19][C:17]1[CH:18]=[C:13]([NH:12][C:10]2[N:11]=[C:6]([O:5][CH2:4][CH2:3][NH:2][C:22](=[O:26])[C:23]#[C:24][CH3:25])[CH:7]=[CH:8][CH:9]=2)[C:14](=[O:21])[N:15]([CH3:20])[CH:16]=1, predict the reactants needed to synthesize it. The reactants are: Cl.[NH2:2][CH2:3][CH2:4][O:5][C:6]1[N:11]=[C:10]([NH:12][C:13]2[C:14](=[O:21])[N:15]([CH3:20])[CH:16]=[C:17]([Br:19])[CH:18]=2)[CH:9]=[CH:8][CH:7]=1.[C:22](O)(=[O:26])[C:23]#[C:24][CH3:25].CN(C(ON1N=NC2C=CC=NC1=2)=[N+](C)C)C.F[P-](F)(F)(F)(F)F.CCN(C(C)C)C(C)C. (3) The reactants are: [CH2:1]([C:8]1[C:13](=[O:14])[N:12]2[CH2:15][CH2:16][CH2:17][CH2:18][C:11]2=[N:10][C:9]=1[CH:19]([N:23]1C(=O)C2C(=CC=CC=2)C1=O)[CH:20]([CH3:22])[CH3:21])[C:2]1[CH:7]=[CH:6][CH:5]=[CH:4][CH:3]=1.NN. Given the product [NH2:23][CH:19]([C:9]1[N:10]=[C:11]2[CH2:18][CH2:17][CH2:16][CH2:15][N:12]2[C:13](=[O:14])[C:8]=1[CH2:1][C:2]1[CH:7]=[CH:6][CH:5]=[CH:4][CH:3]=1)[CH:20]([CH3:21])[CH3:22], predict the reactants needed to synthesize it. (4) Given the product [CH3:8][CH:5]1[CH2:6][CH2:7][C:2]([C:9]([O:11][CH3:12])=[O:10])([C:22]([O:21][CH3:20])=[O:23])[CH2:3][CH2:4]1, predict the reactants needed to synthesize it. The reactants are: C[C:2]1([C:9]([OH:11])=[O:10])[CH2:7][CH2:6][CH:5]([CH3:8])[CH2:4][CH2:3]1.[CH:12](NC(C)C)(C)C.[Li].[CH3:20][O:21][C:22](Cl)=[O:23]. (5) Given the product [Cl:1][C:2]1[CH:3]=[C:4]([NH:9][C:10]2[S:11][CH:14]=[C:15]([C:17]3[CH:26]=[CH:25][C:24]4[NH:23][C:22](=[O:27])[C:21]5[NH:28][CH:29]=[CH:30][C:20]=5[C:19]=4[CH:18]=3)[N:12]=2)[CH:5]=[CH:6][C:7]=1[Cl:8].[CH2:31]([C:33]([O-:35])=[O:34])[CH3:32], predict the reactants needed to synthesize it. The reactants are: [Cl:1][C:2]1[CH:3]=[C:4]([NH:9][C:10]([NH2:12])=[S:11])[CH:5]=[CH:6][C:7]=1[Cl:8].Br[CH2:14][C:15]([C:17]1[CH:26]=[CH:25][C:24]2[NH:23][C:22](=[O:27])[C:21]3[NH:28][CH:29]=[CH:30][C:20]=3[C:19]=2[CH:18]=1)=O.[CH2:31]([C:33]([O-:35])=[O:34])[CH3:32].